This data is from NCI-60 drug combinations with 297,098 pairs across 59 cell lines. The task is: Regression. Given two drug SMILES strings and cell line genomic features, predict the synergy score measuring deviation from expected non-interaction effect. (1) Drug 1: CS(=O)(=O)CCNCC1=CC=C(O1)C2=CC3=C(C=C2)N=CN=C3NC4=CC(=C(C=C4)OCC5=CC(=CC=C5)F)Cl. Drug 2: CN(C(=O)NC(C=O)C(C(C(CO)O)O)O)N=O. Cell line: EKVX. Synergy scores: CSS=18.0, Synergy_ZIP=-5.42, Synergy_Bliss=0.324, Synergy_Loewe=-52.1, Synergy_HSA=0.870. (2) Drug 1: C1=CN(C(=O)N=C1N)C2C(C(C(O2)CO)O)O.Cl. Drug 2: CCC1(C2=C(COC1=O)C(=O)N3CC4=CC5=C(C=CC(=C5CN(C)C)O)N=C4C3=C2)O.Cl. Cell line: HCC-2998. Synergy scores: CSS=37.3, Synergy_ZIP=-10.6, Synergy_Bliss=-12.2, Synergy_Loewe=-3.35, Synergy_HSA=-1.80.